Dataset: Catalyst prediction with 721,799 reactions and 888 catalyst types from USPTO. Task: Predict which catalyst facilitates the given reaction. (1) Reactant: [C:1]([C:3]1[CH:4]=[C:5]([C:24]2[CH:29]=[CH:28][C:27]([C:30]([O:32]C)=[O:31])=[CH:26][CH:25]=2)[CH:6]=[CH:7][C:8]=1[O:9][CH2:10][CH:11]1[CH2:16][CH2:15][N:14]([CH2:17][C:18]([CH2:22][CH3:23])([F:21])[CH2:19][CH3:20])[CH2:13][CH2:12]1)#[N:2].O[Li].O. Product: [C:1]([C:3]1[CH:4]=[C:5]([C:24]2[CH:29]=[CH:28][C:27]([C:30]([OH:32])=[O:31])=[CH:26][CH:25]=2)[CH:6]=[CH:7][C:8]=1[O:9][CH2:10][CH:11]1[CH2:16][CH2:15][N:14]([CH2:17][C:18]([CH2:22][CH3:23])([F:21])[CH2:19][CH3:20])[CH2:13][CH2:12]1)#[N:2]. The catalyst class is: 20. (2) Reactant: CS([O:5][C:6]1[C:11]([N+:12]([O-:14])=[O:13])=[CH:10][C:9]([CH:15]2[C:20]([C:21]3[CH:26]=[CH:25][CH:24]=[CH:23][CH:22]=3)=[C:19]([C:27]3[CH:32]=[CH:31][C:30]([NH:33][S:34]([CH3:37])(=[O:36])=[O:35])=[CH:29][CH:28]=3)[NH:18][C:17](=[O:38])[NH:16]2)=[CH:8][C:7]=1[O:39][CH2:40][CH3:41])(=O)=O.[OH-].[Na+].Cl.O. Product: [CH2:40]([O:39][C:7]1[CH:8]=[C:9]([CH:15]2[NH:16][C:17](=[O:38])[NH:18][C:19]([C:27]3[CH:28]=[CH:29][C:30]([NH:33][S:34]([CH3:37])(=[O:35])=[O:36])=[CH:31][CH:32]=3)=[C:20]2[C:21]2[CH:26]=[CH:25][CH:24]=[CH:23][CH:22]=2)[CH:10]=[C:11]([N+:12]([O-:14])=[O:13])[C:6]=1[OH:5])[CH3:41]. The catalyst class is: 8. (3) Product: [CH2:1]([N:3]1[C:7]2=[N:8][C:9]([CH2:33][CH3:34])=[C:10]([CH2:19][NH:20][C:21]([C:23]3[CH:24]=[C:25]([CH:30]=[CH:31][CH:32]=3)[C:26]([OH:28])=[O:27])=[O:22])[C:11]([NH:12][CH:13]3[CH2:18][CH2:17][O:16][CH2:15][CH2:14]3)=[C:6]2[CH:5]=[N:4]1)[CH3:2]. Reactant: [CH2:1]([N:3]1[C:7]2=[N:8][C:9]([CH2:33][CH3:34])=[C:10]([CH2:19][NH:20][C:21]([C:23]3[CH:24]=[C:25]([CH:30]=[CH:31][CH:32]=3)[C:26]([O:28]C)=[O:27])=[O:22])[C:11]([NH:12][CH:13]3[CH2:18][CH2:17][O:16][CH2:15][CH2:14]3)=[C:6]2[CH:5]=[N:4]1)[CH3:2].[OH-].[Li+].C1COCC1.Cl. The catalyst class is: 84. (4) Reactant: [CH3:1][N:2]1[C@@H:18]2[CH2:19][C:7]3[CH:8]=[CH:9][C:10]([O:21][CH3:22])=[C:11]4[O:12][C@H:13]5[C@@H:14]([OH:20])[CH:15]=[CH:16][C@@H:17]2[C@:5]5([C:6]=34)[CH2:4][CH2:3]1. Product: [CH3:1][N:2]1[C@@H:18]2[CH2:19][C:7]3[CH:8]=[CH:9][C:10]([O:21][CH3:22])=[C:11]4[O:12][C@H:13]5[C:14]([CH2:15][CH2:16][C@@H:17]2[C@:5]5([C:6]=34)[CH2:4][CH2:3]1)=[O:20]. The catalyst class is: 19. (5) Reactant: II.[BH4-].[Na+].[Cl:5][C:6]1[CH:11]=[CH:10][CH:9]=[CH:8][C:7]=1[CH2:12][C:13]([NH:15][CH3:16])=O.CO. Product: [Cl:5][C:6]1[CH:11]=[CH:10][CH:9]=[CH:8][C:7]=1[CH2:12][CH2:13][NH:15][CH3:16]. The catalyst class is: 1. (6) Product: [Cl:1][C:2]1[C:7]([N:8]2[CH2:13][CH2:12][O:11][CH:10]([CH2:14][OH:15])[CH2:9]2)=[CH:6][C:5]([C:16]#[N:17])=[CH:4][C:3]=1[NH:18][C:19]1[N:24]=[C:23]([NH:25][CH:35]2[CH2:36][CH2:37]2)[C:22]2=[N:38][CH:39]=[C:40]([C:41]#[N:42])[N:21]2[N:20]=1. The catalyst class is: 4. Reactant: [Cl:1][C:2]1[C:7]([N:8]2[CH2:13][CH2:12][O:11][CH:10]([CH2:14][OH:15])[CH2:9]2)=[CH:6][C:5]([C:16]#[N:17])=[CH:4][C:3]=1[NH:18][C:19]1[N:24]=[C:23]([N:25]([CH:35]2[CH2:37][CH2:36]2)CC2C=CC(OC)=CC=2)[C:22]2=[N:38][CH:39]=[C:40]([C:41]#[N:42])[N:21]2[N:20]=1.C1(OC)C=CC=CC=1.FC(F)(F)C(O)=O.FC(F)(F)C([O-])=O.